Dataset: Full USPTO retrosynthesis dataset with 1.9M reactions from patents (1976-2016). Task: Predict the reactants needed to synthesize the given product. Given the product [NH2:30][C@:11]1(/[CH:10]=[CH:9]/[P:4](=[O:3])([OH:6])[OH:5])[CH2:15][CH2:14][C@H:13]([C:16]2[CH:21]=[CH:20][C:19]([CH2:22][CH2:23][CH2:24][CH2:25][CH2:26][CH2:27][CH2:28][CH3:29])=[CH:18][CH:17]=2)[CH2:12]1, predict the reactants needed to synthesize it. The reactants are: C([O:3][P:4](/[CH:9]=[CH:10]/[C@@:11]1([NH:30]C(=O)OC(C)(C)C)[CH2:15][CH2:14][C@H:13]([C:16]2[CH:21]=[CH:20][C:19]([CH2:22][CH2:23][CH2:24][CH2:25][CH2:26][CH2:27][CH2:28][CH3:29])=[CH:18][CH:17]=2)[CH2:12]1)([O:6]CC)=[O:5])C.Br[Si](C)(C)C.